Task: Predict the reaction yield, written as a fraction of the theoretical maximum amount of product (1.0 means a 100% yield; for example, 0.34 means a 34% yield).. Dataset: Reaction yield outcomes from USPTO patents with 853,638 reactions (1) The product is [CH3:1][N:2]1[CH2:7][CH2:6][O:5][C:4]2[CH:9]=[CH:10][CH:11]=[C:12]([O:13][CH2:14][C:15]([O:17][CH2:18][CH3:19])=[O:16])[C:3]1=2. The yield is 0.760. The catalyst is C1COCC1.CO. The reactants are [CH3:1][N:2]1[C:7](=O)[CH2:6][O:5][C:4]2[CH:9]=[CH:10][CH:11]=[C:12]([O:13][CH2:14][C:15]([O:17][CH2:18][CH3:19])=[O:16])[C:3]1=2. (2) The reactants are [C:1]([O:5][C:6]([NH:8][C:9]1[CH:10]=[CH:11][C:12]([O:15][CH:16]([CH3:18])[CH3:17])=[N:13][CH:14]=1)=[O:7])([CH3:4])([CH3:3])[CH3:2].[Li]CCCC.[I:24]I.[Cl-].[NH4+]. The catalyst is C(OCC)C.C1COCC1.O. The product is [C:1]([O:5][C:6]([NH:8][C:9]1[C:10]([I:24])=[CH:11][C:12]([O:15][CH:16]([CH3:18])[CH3:17])=[N:13][CH:14]=1)=[O:7])([CH3:4])([CH3:3])[CH3:2]. The yield is 0.630. (3) The reactants are Br[C:2]1[C:10]2[O:9][CH2:8][CH:7]([C:11]3[CH:16]=[CH:15][C:14]([CH:17]([CH3:19])[CH3:18])=[CH:13][CH:12]=3)[C:6]=2[C:5]([CH3:20])=[C:4]([NH:21][C:22](=[O:28])[CH2:23][C:24]([CH3:27])([CH3:26])[CH3:25])[C:3]=1[CH3:29].[C:30]1(B(O)O)[CH:35]=[CH:34][CH:33]=[CH:32][CH:31]=1.C(=O)([O-])[O-].[Na+].[Na+].COCCOC. The catalyst is C(OCC)(=O)C.C1(P(C2C=CC=CC=2)C2C=CC=CC=2)C=CC=CC=1.C1(P(C2C=CC=CC=2)C2C=CC=CC=2)C=CC=CC=1.C1(P(C2C=CC=CC=2)C2C=CC=CC=2)C=CC=CC=1.C1(P(C2C=CC=CC=2)C2C=CC=CC=2)C=CC=CC=1.[Pd]. The product is [CH:17]([C:14]1[CH:13]=[CH:12][C:11]([CH:7]2[C:6]3[C:5]([CH3:20])=[C:4]([NH:21][C:22](=[O:28])[CH2:23][C:24]([CH3:25])([CH3:27])[CH3:26])[C:3]([CH3:29])=[C:2]([C:30]4[CH:35]=[CH:34][CH:33]=[CH:32][CH:31]=4)[C:10]=3[O:9][CH2:8]2)=[CH:16][CH:15]=1)([CH3:18])[CH3:19]. The yield is 0.570. (4) The reactants are [Br:1][C:2]1[C:3]([OH:12])=[N:4][C:5]([CH3:11])=[C:6]([N+:8]([O-:10])=[O:9])[CH:7]=1.[F:13][C:14]([F:28])([F:27])[CH:15]([C:17]1[CH:22]=[CH:21][C:20]([C:23]([F:26])([F:25])[F:24])=[CH:19][CH:18]=1)O.C1(P(C2C=CC=CC=2)C2C=CC=CC=2)C=CC=CC=1.[N+](C(OC(C)C)=O)(C(OC(C)C)=O)=[N-]. The catalyst is C1COCC1. The product is [Br:1][C:2]1[CH:7]=[C:6]([N+:8]([O-:10])=[O:9])[C:5]([CH3:11])=[N:4][C:3]=1[O:12][CH:15]([C:17]1[CH:18]=[CH:19][C:20]([C:23]([F:24])([F:25])[F:26])=[CH:21][CH:22]=1)[C:14]([F:28])([F:27])[F:13]. The yield is 0.410.